From a dataset of Full USPTO retrosynthesis dataset with 1.9M reactions from patents (1976-2016). Predict the reactants needed to synthesize the given product. (1) Given the product [CH2:1]([O:8][C:9]1[CH:10]=[C:11]([C:17]2[O:18][CH:19]=[C:20]([CH2:22][CH2:23][C:24]([O:26][CH3:27])=[O:25])[N:21]=2)[CH:12]=[CH:13][C:14]=1[O:15][CH3:16])[C:2]1[CH:7]=[CH:6][CH:5]=[CH:4][CH:3]=1, predict the reactants needed to synthesize it. The reactants are: [CH2:1]([O:8][C:9]1[CH:10]=[C:11]([C:17]2[O:18][CH:19]=[C:20]([CH2:22][CH:23](C(OC)=O)[C:24]([O:26][CH3:27])=[O:25])[N:21]=2)[CH:12]=[CH:13][C:14]=1[O:15][CH3:16])[C:2]1[CH:7]=[CH:6][CH:5]=[CH:4][CH:3]=1.[Cl-].[Li+].O. (2) Given the product [CH2:14]([O:16][C:17]([C:19]1[N:20]([C:29]2[CH:34]=[CH:33][C:32]([O:35][CH:36]([CH3:37])[CH3:38])=[CH:31][CH:30]=2)[C:21]2[C:26]([CH:27]=1)=[CH:25][C:24]([O:28][C:44]1[CH:43]=[CH:42][CH:41]=[C:40]([Cl:39])[CH:45]=1)=[CH:23][CH:22]=2)=[O:18])[CH3:15], predict the reactants needed to synthesize it. The reactants are: CCN(CC)CC.N1C=CC=CC=1.[CH2:14]([O:16][C:17]([C:19]1[N:20]([C:29]2[CH:34]=[CH:33][C:32]([O:35][CH:36]([CH3:38])[CH3:37])=[CH:31][CH:30]=2)[C:21]2[C:26]([CH:27]=1)=[CH:25][C:24]([OH:28])=[CH:23][CH:22]=2)=[O:18])[CH3:15].[Cl:39][C:40]1[CH:41]=[C:42](B(O)O)[CH:43]=[CH:44][CH:45]=1. (3) The reactants are: Br[C:2]1[CH:7]=[C:6]([CH:8]([F:10])[F:9])[CH:5]=[CH:4][C:3]=1[F:11].[B:12]1([B:12]2[O:16][C:15]([CH3:18])([CH3:17])[C:14]([CH3:20])([CH3:19])[O:13]2)[O:16][C:15]([CH3:18])([CH3:17])[C:14]([CH3:20])([CH3:19])[O:13]1.C([O-])(=O)C.[K+]. Given the product [F:9][CH:8]([F:10])[C:6]1[CH:5]=[CH:4][C:3]([F:11])=[C:2]([B:12]2[O:16][C:15]([CH3:18])([CH3:17])[C:14]([CH3:20])([CH3:19])[O:13]2)[CH:7]=1, predict the reactants needed to synthesize it. (4) Given the product [N:7]([C@H:6]1[C@H:2]([OH:1])[CH2:3][O:4][CH2:5]1)=[N+:8]=[N-:9], predict the reactants needed to synthesize it. The reactants are: [O:1]1[CH:6]2[CH:2]1[CH2:3][O:4][CH2:5]2.[N-:7]=[N+:8]=[N-:9].[Na+].[Cl-].[NH4+]. (5) Given the product [CH3:23][N:21]1[CH:12]=[C:11]([C:1]2[C:10]3[C:5](=[CH:6][CH:7]=[CH:8][CH:9]=3)[CH:4]=[CH:3][CH:2]=2)[C:17]([OH:20])=[N:22]1, predict the reactants needed to synthesize it. The reactants are: [C:1]1([CH:11]([C:17](=O)C)[C:12](OCC)=O)[C:10]2[C:5](=[CH:6][CH:7]=[CH:8][CH:9]=2)[CH:4]=[CH:3][CH:2]=1.[OH2:20].[NH2:21][NH2:22].[CH2:23](O)C. (6) The reactants are: [F:1][C:2]1[C:3]([F:23])=[CH:4][C:5]2[O:9][C:8](=[O:10])[N:7]([CH:11]([C:13]3[CH:18]=[CH:17][CH:16]=[C:15]([N+:19]([O-])=O)[CH:14]=3)[CH3:12])[C:6]=2[CH:22]=1. Given the product [NH2:19][C:15]1[CH:14]=[C:13]([CH:11]([N:7]2[C:6]3[CH:22]=[C:2]([F:1])[C:3]([F:23])=[CH:4][C:5]=3[O:9][C:8]2=[O:10])[CH3:12])[CH:18]=[CH:17][CH:16]=1, predict the reactants needed to synthesize it. (7) Given the product [OH:9][C:8]1[C:3](=[O:2])[NH:4][CH:5]=[C:6]([CH2:11][CH2:12][C:13]2[CH:18]=[CH:17][CH:16]=[CH:15][C:14]=2[CH3:19])[CH:7]=1, predict the reactants needed to synthesize it. The reactants are: C[O:2][C:3]1[C:8]([O:9]C)=[CH:7][C:6]([C:11]#[C:12][C:13]2[CH:18]=[CH:17][CH:16]=[CH:15][C:14]=2[CH3:19])=[CH:5][N:4]=1.Br.O. (8) The reactants are: P(Cl)(Cl)([Cl:3])=O.O[C:7]1[C:12]([C:13]([O:15][CH2:16][CH3:17])=[O:14])=[CH:11][N:10]=[C:9]([CH3:18])[N:8]=1. Given the product [Cl:3][C:7]1[C:12]([C:13]([O:15][CH2:16][CH3:17])=[O:14])=[CH:11][N:10]=[C:9]([CH3:18])[N:8]=1, predict the reactants needed to synthesize it.